This data is from Reaction yield outcomes from USPTO patents with 853,638 reactions. The task is: Predict the reaction yield, written as a fraction of the theoretical maximum amount of product (1.0 means a 100% yield; for example, 0.34 means a 34% yield). The reactants are [Cl:1][C:2]1[CH:19]=[C:18]([Cl:20])[C:17]([O:21]CC2C=CC(OC)=CC=2)=[CH:16][C:3]=1[O:4][C:5]1[N:9]([CH3:10])[N:8]=[C:7]([CH3:11])[C:6]=1[CH2:12][O:13][CH2:14][CH3:15].C(OCC)(=O)C. The catalyst is C(O)C.[Pt]=O. The product is [Cl:20][C:18]1[CH:19]=[C:2]([Cl:1])[C:3]([O:4][C:5]2[N:9]([CH3:10])[N:8]=[C:7]([CH3:11])[C:6]=2[CH2:12][O:13][CH2:14][CH3:15])=[CH:16][C:17]=1[OH:21]. The yield is 0.760.